This data is from HIV replication inhibition screening data with 41,000+ compounds from the AIDS Antiviral Screen. The task is: Binary Classification. Given a drug SMILES string, predict its activity (active/inactive) in a high-throughput screening assay against a specified biological target. (1) The molecule is O=C1Nc2ccc(Cl)cc2C(=O)N2CCCC12. The result is 0 (inactive). (2) The compound is O=C(O)C=CC(=O)NCCCCCCNC(=O)C=CC(=O)O. The result is 0 (inactive). (3) The drug is CCOc1ccc(Nc2nc(C)c(C(=O)CC(=O)C(=O)Nc3ccc(Cl)c(C(F)(F)F)c3)s2)cc1. The result is 0 (inactive). (4) The molecule is O=C(O)CCSC(=O)Nc1ccc([N+](=O)[O-])cc1. The result is 0 (inactive).